This data is from Catalyst prediction with 721,799 reactions and 888 catalyst types from USPTO. The task is: Predict which catalyst facilitates the given reaction. (1) Reactant: Br[C:2]1[N:3]([CH2:13][CH:14]2[CH2:19][CH2:18][O:17][CH2:16][CH2:15]2)[C:4]2[C:9]([N:10]=1)=[C:8]([NH2:11])[N:7]=[C:6]([Cl:12])[N:5]=2.[OH-:20].[Na+].[CH3:22]O. Product: [Cl:12][C:6]1[N:5]=[C:4]2[C:9]([N:10]=[C:2]([O:20][CH3:22])[N:3]2[CH2:13][CH:14]2[CH2:19][CH2:18][O:17][CH2:16][CH2:15]2)=[C:8]([NH2:11])[N:7]=1. The catalyst class is: 816. (2) Reactant: [CH:1]1([CH2:4][N:5]([CH2:19][CH:20]2[CH2:22][CH2:21]2)[C:6]2[N:11]=[C:10]3[N:12]([CH3:16])[C:13]([CH3:15])=[N:14][C:9]3=[CH:8][C:7]=2[CH:17]=O)[CH2:3][CH2:2]1.[F:23][C:24]([F:38])([F:37])[C:25]1[CH:26]=[C:27]([CH:30]=[C:31]([C:33]([F:36])([F:35])[F:34])[CH:32]=1)[CH2:28][NH2:29].C(O)(=O)C.[BH3-]C#N.[Na+]. Product: [F:23][C:24]([F:37])([F:38])[C:25]1[CH:26]=[C:27]([CH:30]=[C:31]([C:33]([F:36])([F:34])[F:35])[CH:32]=1)[CH2:28][NH:29][CH2:17][C:7]1[CH:8]=[C:9]2[N:14]=[C:13]([CH3:15])[N:12]([CH3:16])[C:10]2=[N:11][C:6]=1[N:5]([CH2:19][CH:20]1[CH2:22][CH2:21]1)[CH2:4][CH:1]1[CH2:3][CH2:2]1. The catalyst class is: 5. (3) Reactant: [NH2:1][C:2]1[C:3](=[O:15])[O:4][C:5]([CH3:14])([CH3:13])[C:6]=1[C:7]1[CH:12]=[CH:11][CH:10]=[CH:9][CH:8]=1.Br[CH:17]([CH2:22][CH:23]([CH3:25])[CH3:24])[C:18]([O:20][CH3:21])=[O:19].C(=O)([O-])[O-].[Cs+].[Cs+]. Product: [CH3:14][C:5]1([CH3:13])[O:4][C:3](=[O:15])[C:2]([NH:1][CH:17]([CH2:22][CH:23]([CH3:25])[CH3:24])[C:18]([O:20][CH3:21])=[O:19])=[C:6]1[C:7]1[CH:12]=[CH:11][CH:10]=[CH:9][CH:8]=1. The catalyst class is: 31.